Dataset: Catalyst prediction with 721,799 reactions and 888 catalyst types from USPTO. Task: Predict which catalyst facilitates the given reaction. Reactant: [CH:1]1[C:9]2[C:8]3[CH:10]=[CH:11][CH:12]=[CH:13][C:7]=3[O:6][C:5]=2[C:4]([C:14]2[CH:19]=[CH:18][C:17](B(O)O)=[CH:16][CH:15]=2)=[CH:3][CH:2]=1.[CH2:23]([O:25][C:26](=[O:36])/[CH:27]=[CH:28]/[C:29]1[CH:34]=[CH:33][C:32](Br)=[CH:31][CH:30]=1)[CH3:24].C(=O)([O-])[O-].[Na+].[Na+]. Product: [CH2:23]([O:25][C:26](=[O:36])[CH:27]=[CH:28][C:29]1[CH:34]=[CH:33][C:32]([C:17]2[CH:18]=[CH:19][C:14]([C:4]3[C:5]4[O:6][C:7]5[CH:13]=[CH:12][CH:11]=[CH:10][C:8]=5[C:9]=4[CH:1]=[CH:2][CH:3]=3)=[CH:15][CH:16]=2)=[CH:31][CH:30]=1)[CH3:24]. The catalyst class is: 442.